This data is from Peptide-MHC class I binding affinity with 185,985 pairs from IEDB/IMGT. The task is: Regression. Given a peptide amino acid sequence and an MHC pseudo amino acid sequence, predict their binding affinity value. This is MHC class I binding data. (1) The peptide sequence is VPPESVEAA. The MHC is HLA-B15:01 with pseudo-sequence HLA-B15:01. The binding affinity (normalized) is 0.0847. (2) The peptide sequence is GSYIALDSGR. The MHC is HLA-A03:01 with pseudo-sequence HLA-A03:01. The binding affinity (normalized) is 0.228. (3) The peptide sequence is LYDVVSKLPL. The MHC is Patr-A0901 with pseudo-sequence Patr-A0901. The binding affinity (normalized) is 0.347. (4) The peptide sequence is VYRHCEYIL. The MHC is HLA-A30:02 with pseudo-sequence HLA-A30:02. The binding affinity (normalized) is 0.250. (5) The peptide sequence is SVFEGIRAY. The MHC is HLA-A02:10 with pseudo-sequence HLA-A02:10. The binding affinity (normalized) is 0.0847. (6) The peptide sequence is RTFDRFFEE. The MHC is HLA-A03:01 with pseudo-sequence HLA-A03:01. The binding affinity (normalized) is 0.0847. (7) The peptide sequence is MHYKLDEVL. The MHC is HLA-B39:01 with pseudo-sequence HLA-B39:01. The binding affinity (normalized) is 0.851. (8) The peptide sequence is AVTAALHRK. The MHC is HLA-A02:01 with pseudo-sequence HLA-A02:01. The binding affinity (normalized) is 0.0847. (9) The peptide sequence is NNNTHHQDT. The MHC is HLA-A02:01 with pseudo-sequence HLA-A02:01. The binding affinity (normalized) is 0.